From a dataset of Catalyst prediction with 721,799 reactions and 888 catalyst types from USPTO. Predict which catalyst facilitates the given reaction. (1) Reactant: [F:1][C:2]([F:19])([F:18])[C:3]1[CH:8]=[CH:7][C:6]([NH:9][NH:10]C(OC(C)(C)C)=O)=[CH:5][CH:4]=1.[Cl:20][C:21]1[CH:31]=[CH:30][C:29]([S:32](=[O:38])(=[O:37])[NH:33][CH:34]2[CH2:36][CH2:35]2)=[CH:28][C:22]=1[C:23]([N:25]=[C:26]=[O:27])=O.C(O)(C(F)(F)F)=O. Product: [Cl:20][C:21]1[CH:31]=[CH:30][C:29]([S:32]([NH:33][CH:34]2[CH2:36][CH2:35]2)(=[O:38])=[O:37])=[CH:28][C:22]=1[C:23]1[NH:25][C:26](=[O:27])[N:9]([C:6]2[CH:7]=[CH:8][C:3]([C:2]([F:1])([F:19])[F:18])=[CH:4][CH:5]=2)[N:10]=1. The catalyst class is: 2. (2) Reactant: [NH2:1][C:2]1[CH:23]=[CH:22][C:21]([O:24][CH2:25][C:26]([CH3:28])=[CH2:27])=[CH:20][C:3]=1[C:4]([NH:6][C:7]1[CH:12]=[C:11]([C:13]([NH:15][CH:16]2[CH2:18][CH2:17]2)=[O:14])[CH:10]=[CH:9][C:8]=1[CH3:19])=[O:5].[CH2:29](OC(OCC)OCC)C.C(O)(=O)C. Product: [CH:16]1([NH:15][C:13](=[O:14])[C:11]2[CH:10]=[CH:9][C:8]([CH3:19])=[C:7]([N:6]3[C:4](=[O:5])[C:3]4[C:2](=[CH:23][CH:22]=[C:21]([O:24][CH2:25][C:26]([CH3:28])=[CH2:27])[CH:20]=4)[N:1]=[CH:29]3)[CH:12]=2)[CH2:17][CH2:18]1. The catalyst class is: 8. (3) Reactant: [CH:1](O)=[O:2].C(OC(=O)C)(=O)C.[CH2:11]([CH:18]1[CH2:22][O:21][C:20](=[O:23])[N:19]1[C:24](=[O:41])[CH:25]([CH2:35][CH:36]1[CH2:40][CH2:39][CH2:38][CH2:37]1)[CH2:26][NH:27][O:28][CH:29]1[CH2:34][CH2:33][CH2:32][CH2:31][O:30]1)[C:12]1[CH:17]=[CH:16][CH:15]=[CH:14][CH:13]=1.CCN(CC)CC. Product: [CH2:11]([CH:18]1[CH2:22][O:21][C:20](=[O:23])[N:19]1[C:24](=[O:41])[CH:25]([CH2:35][CH:36]1[CH2:37][CH2:38][CH2:39][CH2:40]1)[CH2:26][N:27]([O:28][CH:29]1[CH2:34][CH2:33][CH2:32][CH2:31][O:30]1)[CH:1]=[O:2])[C:12]1[CH:13]=[CH:14][CH:15]=[CH:16][CH:17]=1. The catalyst class is: 2. (4) Reactant: [N:1]1[C:10]2[C:5](=[CH:6][C:7]([CH:11]=[O:12])=[CH:8][CH:9]=2)[CH:4]=[CH:3][CH:2]=1.[Cl:13]N1C(=O)CCC1=O. Product: [Cl:13][C:3]1[CH:2]=[N:1][C:10]2[C:5]([CH:4]=1)=[CH:6][C:7]([CH:11]=[O:12])=[CH:8][CH:9]=2. The catalyst class is: 15.